Predict the product of the given reaction. From a dataset of Forward reaction prediction with 1.9M reactions from USPTO patents (1976-2016). (1) Given the reactants [Br:1][C:2]1[CH:3]=[C:4]2[C:8](=[CH:9][CH:10]=1)[C@@H:7]([N:11]1[C:15]3=[N:16][C:17]([CH2:21][C:22]#N)=[CH:18][C:19]([CH3:20])=[C:14]3[N:13]=[C:12]1[CH2:24][CH3:25])[CH2:6][CH2:5]2.Cl.[CH3:27][OH:28].C[OH:30], predict the reaction product. The product is: [CH3:27][O:28][C:22](=[O:30])[CH2:21][C:17]1[N:16]=[C:15]2[N:11]([C@@H:7]3[C:8]4[C:4](=[CH:3][C:2]([Br:1])=[CH:10][CH:9]=4)[CH2:5][CH2:6]3)[C:12]([CH2:24][CH3:25])=[N:13][C:14]2=[C:19]([CH3:20])[CH:18]=1. (2) Given the reactants [NH2:1][C:2]([C:7]1[CH:12]=[CH:11][CH:10]=[CH:9][CH:8]=1)([CH3:6])[C:3]([OH:5])=[O:4].[OH-].[Na+].Cl[C:16]([O:18][CH3:19])=[O:17], predict the reaction product. The product is: [CH3:19][O:18][C:16]([NH:1][C:2]([C:7]1[CH:12]=[CH:11][CH:10]=[CH:9][CH:8]=1)([CH3:6])[C:3]([OH:5])=[O:4])=[O:17]. (3) The product is: [F:1][C:2]1[C:7]([O:8][CH3:9])=[CH:6][C:5]([O:10][CH3:11])=[C:4]([F:12])[C:3]=1[N:13]1[CH2:22][C:21]2[C:16](=[N:17][C:18]([NH:29][CH2:30][CH2:31][O:32][CH2:33][CH2:34][OH:35])=[N:19][CH:20]=2)[N:15]([CH2:26][CH3:27])[C:14]1=[O:28]. Given the reactants [F:1][C:2]1[C:7]([O:8][CH3:9])=[CH:6][C:5]([O:10][CH3:11])=[C:4]([F:12])[C:3]=1[N:13]1[CH2:22][C:21]2[C:16](=[N:17][C:18](S(C)=O)=[N:19][CH:20]=2)[N:15]([CH2:26][CH3:27])[C:14]1=[O:28].[NH2:29][CH2:30][CH2:31][O:32][CH2:33][CH2:34][OH:35], predict the reaction product. (4) Given the reactants [H-].[Li+].[CH3:3][CH2:4][C:5](=[O:11])[CH2:6][C:7](=[O:10])[CH2:8][CH3:9].[N+:12]([C:15]1[CH:22]=[CH:21][C:18]([CH2:19]Br)=[CH:17][CH:16]=1)([O-:14])=[O:13], predict the reaction product. The product is: [N+:12]([C:15]1[CH:22]=[CH:21][C:18]([CH2:19][CH:6]([C:5](=[O:11])[CH2:4][CH3:3])[C:7](=[O:10])[CH2:8][CH3:9])=[CH:17][CH:16]=1)([O-:14])=[O:13]. (5) Given the reactants [NH2:1][CH:2]1[C:8](=[O:9])[N:7]([CH3:10])[C:6]2[CH:11]=[CH:12][CH:13]=[CH:14][C:5]=2[C:4]2[CH:15]=[CH:16][CH:17]=[CH:18][C:3]1=2.[CH3:19][CH:20]([C:24]([NH:26][CH2:27][C:28]1[CH:33]=[CH:32][CH:31]=[C:30]([C:34]([F:37])([F:36])[F:35])[CH:29]=1)=[O:25])[C:21](O)=[O:22], predict the reaction product. The product is: [CH3:19][CH:20]([C:24]([NH:26][CH2:27][C:28]1[CH:33]=[CH:32][CH:31]=[C:30]([C:34]([F:35])([F:36])[F:37])[CH:29]=1)=[O:25])[C:21]([NH:1][CH:2]1[C:8](=[O:9])[N:7]([CH3:10])[C:6]2[CH:11]=[CH:12][CH:13]=[CH:14][C:5]=2[C:4]2[CH:15]=[CH:16][CH:17]=[CH:18][C:3]1=2)=[O:22].